Dataset: Catalyst prediction with 721,799 reactions and 888 catalyst types from USPTO. Task: Predict which catalyst facilitates the given reaction. (1) Reactant: [CH3:1][S:2]([C:5]1[CH:10]=[CH:9][C:8]([CH:11]([CH2:16][CH:17]2[CH2:22][CH2:21][O:20][CH2:19][CH2:18]2)[C:12](=[O:15])[CH:13]=[CH2:14])=[CH:7][CH:6]=1)(=[O:4])=[O:3].[OH:23][CH:24]([C:29]1[S:33][C:32]([CH:34]=[O:35])=[N:31][CH:30]=1)[C:25]([OH:28])([CH3:27])[CH3:26].C(N(CC)CC)C.O1CCCC1. Product: [OH:23][CH:24]([C:29]1[S:33][C:32]([C:34](=[O:35])[CH2:14][CH2:13][C:12](=[O:15])[CH:11]([C:8]2[CH:7]=[CH:6][C:5]([S:2]([CH3:1])(=[O:4])=[O:3])=[CH:10][CH:9]=2)[CH2:16][CH:17]2[CH2:22][CH2:21][O:20][CH2:19][CH2:18]2)=[N:31][CH:30]=1)[C:25]([OH:28])([CH3:27])[CH3:26]. The catalyst class is: 433. (2) Reactant: C([Li])CCC.[CH2:6]([N:10]1[CH:14]=[N:13][N:12]=[N:11]1)[CH2:7][CH2:8][CH3:9].[I:15]I.O. Product: [I:15][C:14]1[N:10]([CH2:6][CH2:7][CH2:8][CH3:9])[N:11]=[N:12][N:13]=1. The catalyst class is: 7. (3) Reactant: COC1N=C(C[S:10]([C:13]2[CH:18]=[CH:17][C:16]([CH3:19])=[CH:15][CH:14]=2)(=[O:12])=[O:11])C([N+]([O-])=O)=CC=1.Br[CH2:24][C:25]([O:27][CH2:28][CH3:29])=[O:26].C([O-])([O-])=O.[K+].[K+]. Product: [CH2:28]([O:27][C:25](=[O:26])[CH2:24][S:10]([C:13]1[CH:18]=[CH:17][C:16]([CH3:19])=[CH:15][CH:14]=1)(=[O:12])=[O:11])[CH3:29]. The catalyst class is: 18. (4) Reactant: [CH3:1][C:2]1[CH:7]=[C:6]([O:8][CH:9]([C:14]2[CH:19]=[CH:18][C:17]([C:20]3[CH:25]=[CH:24][C:23]([C:26]([F:29])([F:28])[F:27])=[CH:22][CH:21]=3)=[CH:16][CH:15]=2)[CH2:10][CH2:11][CH2:12][CH3:13])[CH:5]=[CH:4][C:3]=1[O:30][CH2:31][C:32]([O:34]CC)=[O:33].[OH-].[Na+]. Product: [CH3:1][C:2]1[CH:7]=[C:6]([O:8][CH:9]([C:14]2[CH:19]=[CH:18][C:17]([C:20]3[CH:25]=[CH:24][C:23]([C:26]([F:27])([F:28])[F:29])=[CH:22][CH:21]=3)=[CH:16][CH:15]=2)[CH2:10][CH2:11][CH2:12][CH3:13])[CH:5]=[CH:4][C:3]=1[O:30][CH2:31][C:32]([OH:34])=[O:33]. The catalyst class is: 38. (5) Reactant: [C:1]([N:8]1[CH2:13][CH2:12][C:11]([C:14]([O:16]C)=[O:15])=[CH:10][CH2:9]1)([O:3][C:4]([CH3:7])([CH3:6])[CH3:5])=[O:2].[OH-].[Na+]. Product: [C:1]([N:8]1[CH2:13][CH2:12][C:11]([C:14]([OH:16])=[O:15])=[CH:10][CH2:9]1)([O:3][C:4]([CH3:7])([CH3:6])[CH3:5])=[O:2]. The catalyst class is: 5. (6) The catalyst class is: 52. Reactant: [CH3:1][C:2]([OH:17])([CH2:4][CH2:5][O:6][C:7]1[CH:12]=[C:11]([C:13]([F:16])([F:15])[F:14])[CH:10]=[CH:9][N:8]=1)[CH3:3].[Br:18]Br.C([O-])(O)=O.[Na+].[O-]S([O-])(=S)=O.[Na+].[Na+]. Product: [Br:18][C:10]1[C:11]([C:13]([F:15])([F:16])[F:14])=[CH:12][C:7]([O:6][CH2:5][CH2:4][C:2]([CH3:1])([OH:17])[CH3:3])=[N:8][CH:9]=1. (7) Reactant: Br[C:2]1[CH:7]=[CH:6][N:5]=[C:4]([NH2:8])[CH:3]=1.C1(P(C2CCCCC2)C2C=CC=CC=2C2C(C(C)C)=CC(C(C)C)=CC=2C(C)C)CCCCC1.[NH:43]1[CH2:48][CH2:47][O:46][CH2:45][CH2:44]1.[Li+].C[Si]([N-][Si](C)(C)C)(C)C. Product: [O:46]1[CH2:47][CH2:48][N:43]([C:2]2[CH:7]=[CH:6][N:5]=[C:4]([NH2:8])[CH:3]=2)[CH2:44][CH2:45]1. The catalyst class is: 30. (8) Reactant: [CH2:1]([NH:4][C:5]1[C:10](Br)=[N:9][C:8]([Br:12])=[CH:7][N:6]=1)[CH:2]=[CH2:3].C([O-])=O.[Na+]. Product: [Br:12][C:8]1[N:9]=[C:10]2[C:2]([CH3:3])=[CH:1][NH:4][C:5]2=[N:6][CH:7]=1. The catalyst class is: 416.